From a dataset of Full USPTO retrosynthesis dataset with 1.9M reactions from patents (1976-2016). Predict the reactants needed to synthesize the given product. (1) Given the product [C:18]([O:17][C@H:15]1[CH2:16][N:12]([C:10](=[O:11])[CH2:9][N:6]2[CH:3]=[C:2]([CH2:1][O:4][CH3:5])[N:8]=[N:7]2)[C@H:13]([C:22]([NH:24][CH2:25][C:26]2[CH:27]=[CH:28][C:29]([Cl:32])=[CH:30][CH:31]=2)=[O:23])[CH2:14]1)([CH3:21])([CH3:20])[CH3:19], predict the reactants needed to synthesize it. The reactants are: [CH2:1]([O:4][CH3:5])[C:2]#[CH:3].[N:6]([CH2:9][C:10]([N:12]1[CH2:16][C@H:15]([O:17][C:18]([CH3:21])([CH3:20])[CH3:19])[CH2:14][C@H:13]1[C:22]([NH:24][CH2:25][C:26]1[CH:31]=[CH:30][C:29]([Cl:32])=[CH:28][CH:27]=1)=[O:23])=[O:11])=[N+:7]=[N-:8]. (2) The reactants are: [CH3:1][O:2][C:3](=[O:17])[C:4]1[CH:9]=[CH:8][CH:7]=[CH:6][C:5]=1[C:10](=[O:16])/[CH:11]=[CH:12]/[N:13](C)C.Cl.NO. Given the product [CH3:1][O:2][C:3](=[O:17])[C:4]1[CH:9]=[CH:8][CH:7]=[CH:6][C:5]=1[C:10]1[O:16][N:13]=[CH:12][CH:11]=1, predict the reactants needed to synthesize it. (3) Given the product [F:25][C:15]1[CH:14]=[C:13]([OH:12])[C:18]([F:19])=[CH:17][C:16]=1[CH2:20][C:21]([OH:23])=[O:22], predict the reactants needed to synthesize it. The reactants are: C(NC(C1C=CC([O:12][C:13]2[C:18]([F:19])=[CH:17][C:16]([CH2:20][C:21]([O:23]C)=[O:22])=[C:15]([F:25])[CH:14]=2)=C([N+]([O-])=O)C=1)=O)(C)(C)C.C(NC(=O)C1C=CC(Cl)=C([N+]([O-])=O)C=1)(C)(C)C.C([O-])([O-])=O.[Cs+].[Cs+].C(O)(=O)CC(CC(O)=O)(C(O)=O)O. (4) Given the product [CH3:1][C:2]1[N:11]([C:12]2[CH:17]=[CH:16][CH:15]=[C:14]([C:18]([F:21])([F:20])[F:19])[CH:13]=2)[C:10](=[O:22])[C:9]2[C:4](=[CH:5][CH:6]=[CH:7][C:8]=2[NH:23][C:24]([C:26]2[CH:30]=[N:33][CH:32]=[CH:28][N:27]=2)=[O:25])[N:3]=1, predict the reactants needed to synthesize it. The reactants are: [CH3:1][C:2]1[N:11]([C:12]2[CH:17]=[CH:16][CH:15]=[C:14]([C:18]([F:21])([F:20])[F:19])[CH:13]=2)[C:10](=[O:22])[C:9]2[C:4](=[CH:5][CH:6]=[CH:7][C:8]=2[NH:23][C:24]([C:26]2[N:27]=[CH:28]S[CH:30]=2)=[O:25])[N:3]=1.C[C:32]1N(C2C=CC=C(OC(F)(F)F)C=2)C(=O)C2C(=CC=CC=2NC(C2N=CSC=2)=O)[N:33]=1.CC1N(C2C=CC=C(OC(F)(F)F)C=2)C(=O)C2C(=CC=CC=2NC(C2C=NC=CN=2)=O)N=1.CC1N(C2C=CC=C(OC(F)(F)F)C=2)C(=O)C2C(=CC=CC=2NC(=O)CC2C=NC=CC=2)N=1. (5) Given the product [CH2:3]([O:10][C:11]([C:13]1[C:21]2[C:16](=[CH:17][CH:18]=[C:19]([O:22][CH2:23][CH2:24][Cl:25])[CH:20]=2)[N:15]([CH3:27])[C:14]=1[CH3:26])=[O:12])[C:4]1[CH:9]=[CH:8][CH:7]=[CH:6][CH:5]=1, predict the reactants needed to synthesize it. The reactants are: [H-].[Na+].[CH2:3]([O:10][C:11]([C:13]1[C:21]2[C:16](=[CH:17][CH:18]=[C:19]([O:22][CH2:23][CH2:24][Cl:25])[CH:20]=2)[NH:15][C:14]=1[CH3:26])=[O:12])[C:4]1[CH:9]=[CH:8][CH:7]=[CH:6][CH:5]=1.[CH3:27]I.O. (6) Given the product [Cl:15][C:16]1[N:24]=[C:23]([Cl:25])[C:22]([F:26])=[CH:21][C:17]=1[C:18]([O:20][C:7]([CH3:10])([CH3:9])[CH3:8])=[O:19], predict the reactants needed to synthesize it. The reactants are: C(NC(=NC(C)C)O[C:7]([CH3:10])([CH3:9])[CH3:8])(C)C.[Cl:15][C:16]1[N:24]=[C:23]([Cl:25])[C:22]([F:26])=[CH:21][C:17]=1[C:18]([OH:20])=[O:19]. (7) Given the product [P:3]([O-:7])([O-:6])([OH:5])=[O:4].[Na+:2].[Na+:2].[P:9](=[O:10])([OH:13])([OH:12])[OH:11], predict the reactants needed to synthesize it. The reactants are: [OH-].[Na+:2].[P:3]([O-:7])([OH:6])([OH:5])=[O:4].[K+].[P:9]([O-:13])([O-:12])([OH:11])=[O:10].[Na+].[Na+]. (8) Given the product [O:1]1[C:10]2[C:5](=[CH:6][CH:7]=[CH:8][CH:9]=2)[CH:4]([C:11]2[NH:15][CH:14]=[CH:13][N:12]=2)[CH2:3][CH2:2]1, predict the reactants needed to synthesize it. The reactants are: [O:1]1[C:10]2[C:5](=[CH:6][CH:7]=[CH:8][CH:9]=2)[C:4]([C:11]2[NH:12][CH:13]=[CH:14][N:15]=2)=[CH:3][CH2:2]1.[H-].[Al+3].[Li+].[H-].[H-].[H-]. (9) Given the product [CH3:23][O:22][C:19]1[CH:18]=[CH:17][C:16]([C:7]2[N:8]=[C:9]([C:10]3[CH:15]=[CH:14][CH:13]=[CH:12][CH:11]=3)[N:5]([CH2:4][C:3]([OH:24])=[O:2])[N:6]=2)=[CH:21][CH:20]=1, predict the reactants needed to synthesize it. The reactants are: C[O:2][C:3](=[O:24])[CH2:4][N:5]1[C:9]([C:10]2[CH:15]=[CH:14][CH:13]=[CH:12][CH:11]=2)=[N:8][C:7]([C:16]2[CH:21]=[CH:20][C:19]([O:22][CH3:23])=[CH:18][CH:17]=2)=[N:6]1.[Li+].[OH-].Cl.